Dataset: Reaction yield outcomes from USPTO patents with 853,638 reactions. Task: Predict the reaction yield, written as a fraction of the theoretical maximum amount of product (1.0 means a 100% yield; for example, 0.34 means a 34% yield). (1) The reactants are [N:1]([CH2:4][C@H:5]([CH3:26])[C@@H:6]([O:18][Si:19]([C:22]([CH3:25])([CH3:24])[CH3:23])([CH3:21])[CH3:20])[C@H:7]([NH:10][C:11](=[O:17])[O:12][C:13]([CH3:16])([CH3:15])[CH3:14])[CH2:8][OH:9])=[N+:2]=[N-:3].[CH3:27][S:28](Cl)(=[O:30])=[O:29]. The catalyst is N1C=CC=CC=1.CN(C1C=CN=CC=1)C.CCOC(C)=O. The product is [CH3:27][S:28]([O:9][CH2:8][C@@H:7]([NH:10][C:11]([O:12][C:13]([CH3:16])([CH3:14])[CH3:15])=[O:17])[C@H:6]([O:18][Si:19]([C:22]([CH3:25])([CH3:24])[CH3:23])([CH3:20])[CH3:21])[C@@H:5]([CH3:26])[CH2:4][N:1]=[N+:2]=[N-:3])(=[O:30])=[O:29]. The yield is 0.690. (2) The reactants are [C:1]([O:5][C:6]([N:8]1[CH2:13][CH2:12][O:11][CH:10]([C:14]2[CH:19]=[CH:18][C:17]([N+:20]([O-])=O)=[CH:16][CH:15]=2)[CH2:9]1)=[O:7])([CH3:4])([CH3:3])[CH3:2]. The catalyst is CO.[Pd]. The product is [C:1]([O:5][C:6]([N:8]1[CH2:13][CH2:12][O:11][CH:10]([C:14]2[CH:15]=[CH:16][C:17]([NH2:20])=[CH:18][CH:19]=2)[CH2:9]1)=[O:7])([CH3:4])([CH3:2])[CH3:3]. The yield is 0.780. (3) The reactants are C[O:2][C:3](=[O:25])[C@@H:4]([NH:14][C:15]([O:17][CH2:18][C:19]1[CH:24]=[CH:23][CH:22]=[CH:21][CH:20]=1)=[O:16])[CH2:5][C:6]1[C:11]([F:12])=[CH:10][CH:9]=[CH:8][C:7]=1[F:13].[OH-].[Na+]. The catalyst is CO. The product is [CH2:18]([O:17][C:15]([NH:14][C@@H:4]([CH2:5][C:6]1[C:7]([F:13])=[CH:8][CH:9]=[CH:10][C:11]=1[F:12])[C:3]([OH:25])=[O:2])=[O:16])[C:19]1[CH:20]=[CH:21][CH:22]=[CH:23][CH:24]=1. The yield is 0.940.